This data is from Reaction yield outcomes from USPTO patents with 853,638 reactions. The task is: Predict the reaction yield, written as a fraction of the theoretical maximum amount of product (1.0 means a 100% yield; for example, 0.34 means a 34% yield). (1) The reactants are [NH2:1][C:2]1[S:3][C:4]2[CH:10]=[C:9]([CH:11]=[O:12])[CH:8]=[CH:7][C:5]=2[N:6]=1.[F:13][C:14]1[CH:19]=[CH:18][C:17]([CH:20]([N+:31]#[C-:32])S(C2C=CC(C)=CC=2)(=O)=O)=[CH:16][CH:15]=1.C([O-])([O-])=O.[K+].[K+]. The catalyst is CCO. The product is [F:13][C:14]1[CH:19]=[CH:18][C:17]([C:20]2[N:31]=[CH:32][O:12][C:11]=2[C:9]2[CH:8]=[CH:7][C:5]3[N:6]=[C:2]([NH2:1])[S:3][C:4]=3[CH:10]=2)=[CH:16][CH:15]=1. The yield is 0.860. (2) The reactants are F[C:2]1[CH:7]=[C:6]([C:8]2[C:9]([C:15]3[O:16][CH:17]=[CH:18][CH:19]=3)=[N:10][C:11]([NH2:14])=[N:12][CH:13]=2)[CH:5]=[CH:4][N:3]=1.[OH2:20].[OH-].[Na+]. The catalyst is Cl. The product is [NH2:14][C:11]1[N:10]=[C:9]([C:15]2[O:16][CH:17]=[CH:18][CH:19]=2)[C:8]([C:6]2[CH:5]=[CH:4][NH:3][C:2](=[O:20])[CH:7]=2)=[CH:13][N:12]=1. The yield is 0.700.